From a dataset of Forward reaction prediction with 1.9M reactions from USPTO patents (1976-2016). Predict the product of the given reaction. (1) Given the reactants [OH:1][C:2]1[C:3]([CH3:12])=[C:4]2[N:9]([CH:10]=1)[N:8]=[CH:7][NH:6][C:5]2=[O:11].C(N(C(C)C)CC)(C)C.[C:22](Cl)(=[O:27])[C:23]([CH3:26])([CH3:25])[CH3:24].P([O-])(O)(O)=O.[K+], predict the reaction product. The product is: [CH3:12][C:3]1[C:2]([O:1][C:22](=[O:27])[C:23]([CH3:26])([CH3:25])[CH3:24])=[CH:10][N:9]2[C:4]=1[C:5](=[O:11])[NH:6][CH:7]=[N:8]2. (2) The product is: [Cl:13][C:14]1[S:18][C:17]([C:19]([NH:21][C:22]2[CH:30]=[CH:29][CH:28]=[C:27]3[C:23]=2[C:24](=[O:32])[N:25]([CH2:34][C:35]2[CH:36]=[C:37]([CH:47]=[CH:48][CH:49]=2)[CH2:38][NH:39][C:40](=[O:46])[O:41][C:42]([CH3:45])([CH3:43])[CH3:44])[C:26]3=[O:31])=[O:20])=[CH:16][CH:15]=1. Given the reactants N(C(OCC)=O)=NC(OCC)=O.[Cl:13][C:14]1[S:18][C:17]([C:19]([NH:21][C:22]2[CH:30]=[CH:29][CH:28]=[C:27]3[C:23]=2[C:24](=[O:32])[NH:25][C:26]3=[O:31])=[O:20])=[CH:16][CH:15]=1.O[CH2:34][C:35]1[CH:36]=[C:37]([CH:47]=[CH:48][CH:49]=1)[CH2:38][NH:39][C:40](=[O:46])[O:41][C:42]([CH3:45])([CH3:44])[CH3:43].C1(P(C2C=CC=CC=2)C2C=CC=CC=2)C=CC=CC=1, predict the reaction product. (3) Given the reactants [CH:1]([O:4][C:5]1[CH:16]=[CH:15][CH:14]=[C:13]([CH2:17][CH2:18][CH2:19][CH2:20][CH2:21][CH2:22][CH2:23][CH2:24][CH2:25][CH2:26][CH2:27][CH2:28][CH2:29][CH2:30][CH3:31])[C:6]=1[C:7]([O:9]C(C)C)=[O:8])([CH3:3])[CH3:2].CC(C)([O-])C.[K+].CCCCCC.C(OCC)(=O)C.Cl, predict the reaction product. The product is: [CH:1]([O:4][C:5]1[CH:16]=[CH:15][CH:14]=[C:13]([CH2:17][CH2:18][CH2:19][CH2:20][CH2:21][CH2:22][CH2:23][CH2:24][CH2:25][CH2:26][CH2:27][CH2:28][CH2:29][CH2:30][CH3:31])[C:6]=1[C:7]([OH:9])=[O:8])([CH3:3])[CH3:2]. (4) The product is: [CH3:1][N:2]1[C:10]2[C:5](=[CH:6][CH:7]=[CH:8][CH:9]=2)[C:4]([CH2:11][NH:12][CH3:13])=[C:3]1[CH3:14]. Given the reactants [CH3:1][N:2]1[C:10]2[C:5](=[CH:6][CH:7]=[CH:8][CH:9]=2)[C:4]([CH:11]=[N:12][CH3:13])=[C:3]1[CH3:14].[BH4-].[Na+], predict the reaction product. (5) Given the reactants [F:1][C:2]([CH3:17])([CH3:16])[CH:3]([NH:8]C(=O)OC(C)(C)C)[C:4]([NH:6][CH3:7])=[O:5].[ClH:18].C(OCC)C, predict the reaction product. The product is: [ClH:18].[NH2:8][CH:3]([C:2]([F:1])([CH3:17])[CH3:16])[C:4]([NH:6][CH3:7])=[O:5]. (6) Given the reactants [CH2:1]([N:8]1[CH:12]=[CH:11][C:10]([C:17]2[CH:22]=[C:21]([Cl:23])[CH:20]=[C:19]([Cl:24])[CH:18]=2)([C:13]([F:16])([F:15])[F:14])[CH2:9]1)[C:2]1[CH:7]=[CH:6][CH:5]=[CH:4][CH:3]=1.[BH4-].[Na+].Cl, predict the reaction product. The product is: [CH2:1]([N:8]1[CH2:12][CH2:11][C:10]([C:17]2[CH:18]=[C:19]([Cl:24])[CH:20]=[C:21]([Cl:23])[CH:22]=2)([C:13]([F:16])([F:15])[F:14])[CH2:9]1)[C:2]1[CH:7]=[CH:6][CH:5]=[CH:4][CH:3]=1. (7) Given the reactants C(OC([N:8]([CH2:18][CH2:19][O:20][CH3:21])[C:9]1[CH:10]=[C:11]([CH:15]=[CH:16][CH:17]=1)[C:12]([OH:14])=[O:13])=O)(C)(C)C.[ClH:22].C(OCC)(=O)C, predict the reaction product. The product is: [ClH:22].[CH3:21][O:20][CH2:19][CH2:18][NH:8][C:9]1[CH:10]=[C:11]([CH:15]=[CH:16][CH:17]=1)[C:12]([OH:14])=[O:13].